From a dataset of Reaction yield outcomes from USPTO patents with 853,638 reactions. Predict the reaction yield, written as a fraction of the theoretical maximum amount of product (1.0 means a 100% yield; for example, 0.34 means a 34% yield). (1) The reactants are C1(C(Cl)=O)CCCCC1.N[C@H](C(O)=O)CC(C)C.Cl.[Na+].[CH:21]1([C:27]([NH:29][C@H:30]([C:35]([O-:37])=[O:36])[CH2:31][CH:32]([CH3:34])[CH3:33])=[O:28])[CH2:26][CH2:25][CH2:24][CH2:23][CH2:22]1.[Na+].C1(C([O-])=O)CCCCC1.[Na+].C1(C(N[C@H](C(N[C@H](C([O-])=O)CC(C)C)=O)CC(C)C)=O)CCCCC1. The catalyst is [OH-].[Na+]. The product is [CH:21]1([C:27]([NH:29][C@H:30]([C:35]([OH:37])=[O:36])[CH2:31][CH:32]([CH3:33])[CH3:34])=[O:28])[CH2:22][CH2:23][CH2:24][CH2:25][CH2:26]1. The yield is 7.70. (2) The reactants are Br[C:2]1[CH:3]=[C:4]([C:8]2[N:9]=[C:10]([CH:20]([CH3:22])[CH3:21])[NH:11][C:12]=2[C:13]2[CH:18]=[CH:17][CH:16]=[C:15]([CH3:19])[N:14]=2)[CH:5]=[CH:6][CH:7]=1.[CH3:23][O:24][C:25]1[CH:30]=[CH:29][C:28](B(O)O)=[CH:27][N:26]=1. No catalyst specified. The product is [CH:20]([C:10]1[NH:11][C:12]([C:13]2[CH:18]=[CH:17][CH:16]=[C:15]([CH3:19])[N:14]=2)=[C:8]([C:4]2[CH:3]=[C:2]([C:28]3[CH:29]=[CH:30][C:25]([O:24][CH3:23])=[N:26][CH:27]=3)[CH:7]=[CH:6][CH:5]=2)[N:9]=1)([CH3:22])[CH3:21]. The yield is 0.720. (3) The reactants are C(N(CC)C(C1C=C(C2C=NN(CCCO)C=2)C=CC=1NC1C(C(F)(F)F)=CN=C(NC2C=CC(CP(=O)(O)OCC)=CC=2OC)N=1)=O)C.[F:50][C:51]1[CH:52]=[C:53]([CH:63]=[CH:64][C:65]=1[NH:66][C:67]1[N:72]=[C:71]([NH:73][C:74]2[C:75]([C:90](=[O:93])[NH:91][CH3:92])=[N:76][C:77]([C:80]3[CH:81]=[N:82][N:83]([CH2:85][CH2:86][CH2:87][CH2:88][OH:89])[CH:84]=3)=[CH:78][CH:79]=2)[C:70]([C:94]([F:97])([F:96])[F:95])=[CH:69][N:68]=1)[CH2:54][P:55](=[O:62])([O:59]CC)[O:56][CH2:57][CH3:58]. No catalyst specified. The product is [F:50][C:51]1[CH:52]=[C:53]([CH:63]=[CH:64][C:65]=1[NH:66][C:67]1[N:72]=[C:71]([NH:73][C:74]2[C:75]([C:90](=[O:93])[NH:91][CH3:92])=[N:76][C:77]([C:80]3[CH:81]=[N:82][N:83]([CH2:85][CH2:86][CH2:87][CH2:88][OH:89])[CH:84]=3)=[CH:78][CH:79]=2)[C:70]([C:94]([F:97])([F:95])[F:96])=[CH:69][N:68]=1)[CH2:54][P:55](=[O:59])([OH:62])[O:56][CH2:57][CH3:58]. The yield is 0.900. (4) The reactants are [C:1]1([CH2:7][O:8][C:9]2[CH:10]=[C:11]([CH2:15][CH2:16][NH2:17])[CH:12]=[CH:13][CH:14]=2)[CH:6]=[CH:5][CH:4]=[CH:3][CH:2]=1.[OH:18][C:19]1[CH:24]=[CH:23][C:22]([CH2:25][C:26](O)=[O:27])=[CH:21][CH:20]=1.C(N(CC)C(C)C)(C)C.CCN=C=NCCCN(C)C. The catalyst is CN(C=O)C.O. The yield is 0.560. The product is [OH:18][C:19]1[CH:24]=[CH:23][C:22]([CH2:25][C:26]([NH:17][CH2:16][CH2:15][C:11]2[CH:12]=[CH:13][CH:14]=[C:9]([O:8][CH2:7][C:1]3[CH:2]=[CH:3][CH:4]=[CH:5][CH:6]=3)[CH:10]=2)=[O:27])=[CH:21][CH:20]=1. (5) The reactants are [C:1]([O:5][C:6]([N:8]1[CH2:12][CH:11]([OH:13])[C:10]([CH3:15])([CH3:14])[CH:9]1[C:16]([OH:18])=[O:17])=[O:7])([CH3:4])([CH3:3])[CH3:2].[C:19](=O)([O-])[O-].[Cs+].[Cs+].CI. The catalyst is CN(C=O)C. The product is [OH:13][CH:11]1[CH2:12][N:8]([C:6]([O:5][C:1]([CH3:4])([CH3:2])[CH3:3])=[O:7])[CH:9]([C:16]([O:18][CH3:19])=[O:17])[C:10]1([CH3:15])[CH3:14]. The yield is 0.831.